This data is from Forward reaction prediction with 1.9M reactions from USPTO patents (1976-2016). The task is: Predict the product of the given reaction. (1) Given the reactants [NH2:1][C:2]1[C:7]([C:8]([F:11])([F:10])[F:9])=[CH:6][C:5](/[CH:12]=[C:13](\[O:17]C)/[C:14]([OH:16])=[O:15])=[CH:4][C:3]=1[Cl:19].Br, predict the reaction product. The product is: [NH2:1][C:2]1[C:7]([C:8]([F:9])([F:10])[F:11])=[CH:6][C:5](/[CH:12]=[C:13](\[OH:17])/[C:14]([OH:16])=[O:15])=[CH:4][C:3]=1[Cl:19]. (2) Given the reactants [OH:1]/[CH:2]=[C:3](/[CH2:8][C:9]1[C:17]2[C:12](=[CH:13][CH:14]=[CH:15][CH:16]=2)[N:11]([CH3:18])[CH:10]=1)\[C:4](OC)=O.[NH2:19][C:20]([NH2:22])=[S:21], predict the reaction product. The product is: [CH3:18][N:11]1[C:12]2[C:17](=[CH:16][CH:15]=[CH:14][CH:13]=2)[C:9]([CH2:8][C:3]2[C:2](=[O:1])[NH:19][C:20](=[S:21])[NH:22][CH:4]=2)=[CH:10]1. (3) Given the reactants [CH3:1][N:2]1[CH:6]([C:7]([O:9][C:10]([CH3:13])([CH3:12])[CH3:11])=[O:8])[CH2:5][NH:4][C:3]1=[O:14].Br[C:16]1[N:20]([CH3:21])[CH:19]=[N:18][CH:17]=1.P([O-])([O-])([O-])=O.[K+].[K+].[K+].CN(C)[C@@H]1CCCC[C@H]1N, predict the reaction product. The product is: [CH3:1][N:2]1[CH:6]([C:7]([O:9][C:10]([CH3:11])([CH3:13])[CH3:12])=[O:8])[CH2:5][N:4]([C:16]2[N:20]([CH3:21])[CH:19]=[N:18][CH:17]=2)[C:3]1=[O:14].